From a dataset of Experimental lipophilicity measurements (octanol/water distribution) for 4,200 compounds from AstraZeneca. Regression/Classification. Given a drug SMILES string, predict its absorption, distribution, metabolism, or excretion properties. Task type varies by dataset: regression for continuous measurements (e.g., permeability, clearance, half-life) or binary classification for categorical outcomes (e.g., BBB penetration, CYP inhibition). For this dataset (lipophilicity_astrazeneca), we predict Y. (1) The Y is 3.01 logD. The compound is CCOc1ccc(-c2cnc3n2CCCCC3)cc1. (2) The compound is Cc1cc(N)c2cc(NC(=O)CCCCC(=O)Nc3ccc4nc(C)cc(N)c4c3)ccc2n1. The Y is 0.530 logD. (3) The molecule is Oc1ccc(-c2cnc3ccccc3n2)cc1. The Y is 3.30 logD. (4) The compound is Cn1nnc(-c2ccc(-c3ccc(N4C[C@H](COc5ccon5)OC4=O)cc3F)cn2)n1. The Y is 1.24 logD.